This data is from Experimentally validated miRNA-target interactions with 360,000+ pairs, plus equal number of negative samples. The task is: Binary Classification. Given a miRNA mature sequence and a target amino acid sequence, predict their likelihood of interaction. (1) The miRNA is hsa-miR-4520-2-3p with sequence UUUGGACAGAAAACACGCAGGU. The protein sequence of the target gene is MTEEVDFLGQDSDGGSEEVVLTPAELIERLEQAWMNEKFAPELLESKPEIVECVMEQLEHMEENLRRAKREDLKVSIHQMEMERIRYVLSSYLRCRLMKIEKFFPHVLEKEKTRPEGEPSSLSPEELAFAREFMANTESYLKNVALKHMPPNLQKVDLFRAVPKPDLDSYVFLRVRERQENILVEPDTDEQRDYVIDLEKGSQHLIRYKTIAPLVASGAVQLI. Result: 1 (interaction). (2) The miRNA is cel-miR-1820-5p with sequence UUUUGAUUGUUUUUCGAUGAUGUUCG. The protein sequence of the target gene is MAAAVPKRMRGPAQAKLLPGSAIQALVGLARPLVLALLLVSAALSSVVSRTDSPSPTVLNSHISTPNVNALTHENQTKPSISQISTTLPPTTSTKKSGGASVVPHPSPTPLSQEEADNNEDPSIEEEDLLMLNSSPSTAKDTLDNGDYGEPDYDWTTGPRDDDESDDTLEENRGYMEIEQSVKSFKMPSSNIEEEDSHFFFHLIIFAFCIAVVYITYHNKRKIFLLVQSRKWRDGLCSKTVEYHRLDQNVNEAMPSLKITNDYIF. Result: 0 (no interaction). (3) The miRNA is hsa-miR-4789-3p with sequence CACACAUAGCAGGUGUAUAUA. The protein sequence of the target gene is MAALKEDRSYGLSCGRVSDGSKVSVFHVKLTDSALRAFESYRARQDSVSLRPSIRFQGSQGHISIPQPDCPAEARTFSFYLSNIGRDNPQGSFDCIQQYVSSHGEVHLDCLGSIQDKITVCATDDSYQKARQSMAQAEEETRSRSAIVIKAGGRYLGKKVQFRKPAPGATDAVPSRKRATPINLASAIRKSGASAVSGGSGVSQRPFRDRVLHLLALRPYRKAELLLRLQKDGLTQADKDALDGLLQQVANMSAKDGTCTLQDCMYKDVQKDWPGYSEGDQQLLKRVLVRKLCQPQSTGS.... Result: 0 (no interaction). (4) The miRNA is mmu-miR-5617-5p with sequence GUAAGUGAGGGCAAGCCUUCUGG. The protein sequence of the target gene is MQMSYAIRCAFYQLLLAALMLVAMLQLLYLSLLSGLHGQEEQEQYFEFFPPSPRSVDQVKSQLRTALASGGVLDASGDYRVYRGLLKTTMDPNDVILATHASVDNLLHLSGLLERWEGPLSVSVFAATKEEAQLATVLAYALSSHCPEMRARVAMHLVCPSRYEAAVPDPREPGEFALLRSCQEVFDKLARVAQPGINYALGTNTSYPNNLLRNLAREEANYALVIDVDMVPSEGLWRGLREMLDQSNHWDGTALVVPAFEIRRSRRMPMNKNELVQLYQVGEVRPFYYGLCTPCHAPTN.... Result: 0 (no interaction). (5) The miRNA is hsa-miR-4318 with sequence CACUGUGGGUACAUGCU. The protein sequence of the target gene is MPAPTQLFFPLIRNCELSRIYGTACYCHHKHLCCSSSYIPQSRLRYTPHPAYATFCRPKENWWQYTQGRRYASTPQKFYLTPPQVNSILKANEYSFKVPEFDGKNVSSILGFDSNQLPANAPIEDRRSAATCLQTRGMLLGVFDGHAGCACSQAVSERLFYYIAVSLLPHETLLEIENAVESGRALLPILQWHKHPNDYFSKEASKLYFNSLRTYWQELIDLNTGESTDIDVKEALINAFKRLDNDISLEAQVGDPNSFLNYLVLRVAFSGATACVAHVDGVDLHVANTGDSRAMLGVQE.... Result: 0 (no interaction).